From a dataset of Full USPTO retrosynthesis dataset with 1.9M reactions from patents (1976-2016). Predict the reactants needed to synthesize the given product. Given the product [Cl:1][C:2]1[C:10]([Cl:11])=[CH:9][CH:8]=[CH:7][C:3]=1[C:4]([NH:21][CH2:20][CH:19]([C:16]1[CH:17]=[N:18][C:13]([CH3:12])=[N:14][CH:15]=1)[N:22]1[CH2:23][CH2:24][O:25][CH2:26][CH2:27]1)=[O:6], predict the reactants needed to synthesize it. The reactants are: [Cl:1][C:2]1[C:10]([Cl:11])=[CH:9][CH:8]=[CH:7][C:3]=1[C:4]([OH:6])=O.[CH3:12][C:13]1[N:18]=[CH:17][C:16]([CH:19]([N:22]2[CH2:27][CH2:26][O:25][CH2:24][CH2:23]2)[CH2:20][NH2:21])=[CH:15][N:14]=1.